This data is from Full USPTO retrosynthesis dataset with 1.9M reactions from patents (1976-2016). The task is: Predict the reactants needed to synthesize the given product. (1) Given the product [CH3:45][C@H:46]1[CH2:47][N:48]([C:14]2[CH:13]=[CH:12][C:11]3[C:10]4[N:25]=[C:26]([C:33]5[CH:38]=[CH:37][CH:36]=[C:35]([C:39]([F:42])([F:40])[F:41])[CH:34]=5)[CH:27]=[C:28]([C:29]([O:31][CH3:32])=[O:30])[C:9]=4[N:8]([CH2:7][C:6]4[CH:43]=[CH:44][C:3]([O:2][CH3:1])=[CH:4][CH:5]=4)[C:16]=3[CH:15]=2)[CH2:49][C@@H:50]([CH3:52])[O:51]1, predict the reactants needed to synthesize it. The reactants are: [CH3:1][O:2][C:3]1[CH:44]=[CH:43][C:6]([CH2:7][N:8]2[C:16]3[CH:15]=[C:14](OS(C(F)(F)F)(=O)=O)[CH:13]=[CH:12][C:11]=3[C:10]3[N:25]=[C:26]([C:33]4[CH:38]=[CH:37][CH:36]=[C:35]([C:39]([F:42])([F:41])[F:40])[CH:34]=4)[CH:27]=[C:28]([C:29]([O:31][CH3:32])=[O:30])[C:9]2=3)=[CH:5][CH:4]=1.[CH3:45][C@H:46]1[O:51][C@@H:50]([CH3:52])[CH2:49][NH:48][CH2:47]1.P([O-])([O-])([O-])=O.[K+].[K+].[K+].C1(C2C=CC=CC=2)C=CC=CC=1P(C(C)(C)C)C(C)(C)C. (2) Given the product [C:5]([C:4]1[CH:3]=[C:2]([CH2:17][C:16]([O:15][C:11]([CH3:14])([CH3:13])[CH3:12])=[O:19])[CH:9]=[CH:8][CH:7]=1)#[N:6], predict the reactants needed to synthesize it. The reactants are: Br[C:2]1[CH:3]=[C:4]([CH:7]=[CH:8][CH:9]=1)[C:5]#[N:6].[Cl-].[C:11]([O:15][C:16](=[O:19])[CH2:17][Zn+])([CH3:14])([CH3:13])[CH3:12].C1(P(C2CCCCC2)C2C=CC=CC=2C2C(N(C)C)=CC=CC=2)CCCCC1.